This data is from Catalyst prediction with 721,799 reactions and 888 catalyst types from USPTO. The task is: Predict which catalyst facilitates the given reaction. (1) Reactant: [O:1]1[CH2:6][CH2:5][N:4]([C:7]2[CH:14]=[CH:13][C:10]([C:11]#[N:12])=[C:9]([N+:15]([O-])=O)[CH:8]=2)[CH2:3][CH2:2]1.C(O)(=O)C. Product: [NH2:15][C:9]1[CH:8]=[C:7]([N:4]2[CH2:3][CH2:2][O:1][CH2:6][CH2:5]2)[CH:14]=[CH:13][C:10]=1[C:11]#[N:12]. The catalyst class is: 401. (2) Reactant: [F:1][C:2]1[CH:7]=[CH:6][C:5]([C:8]2[C:9]([N:14]3[CH2:19][CH2:18][N:17]([C:20]([C:22]4[CH:23]=[N:24][N:25]([CH:27]([CH3:29])[CH3:28])[CH:26]=4)=O)[CH2:16][CH2:15]3)=[N:10][CH:11]=[CH:12][CH:13]=2)=[CH:4][CH:3]=1.CSC.B.[OH-].[Na+].[Cl-:36].[NH4+]. Product: [ClH:36].[F:1][C:2]1[CH:3]=[CH:4][C:5]([C:8]2[C:9]([N:14]3[CH2:15][CH2:16][N:17]([CH2:20][C:22]4[CH:23]=[N:24][N:25]([CH:27]([CH3:29])[CH3:28])[CH:26]=4)[CH2:18][CH2:19]3)=[N:10][CH:11]=[CH:12][CH:13]=2)=[CH:6][CH:7]=1. The catalyst class is: 83. (3) Reactant: [O:1]1[CH2:6][CH2:5][C:4](=[O:7])[CH2:3][CH2:2]1.[Cl-].[CH3:9][N+:10](=[CH2:12])[CH3:11].C([Cl:16])(=O)C. The catalyst class is: 10. Product: [ClH:16].[CH3:9][N:10]([CH2:12][CH:3]1[C:4](=[O:7])[CH2:5][CH2:6][O:1][CH2:2]1)[CH3:11]. (4) Reactant: [CH3:1][O:2][C:3]1[CH:4]=[C:5]([C:9](=[O:27])[C:10](=[CH:14][C:15]2[CH:16]=[CH:17][CH:18]=[C:19]3[C:24]=2[O:23][C:22]([CH3:25])=[CH:21][C:20]3=[O:26])[C:11](=O)[CH3:12])[CH:6]=[CH:7][CH:8]=1.[NH2:28]/[C:29](/[CH3:36])=[CH:30]\[C:31]([O:33][CH2:34][CH3:35])=[O:32]. Product: [CH3:1][O:2][C:3]1[CH:4]=[C:5]([CH:6]=[CH:7][CH:8]=1)[C:9]([C:10]1[CH:14]([C:15]2[CH:16]=[CH:17][CH:18]=[C:19]3[C:24]=2[O:23][C:22]([CH3:25])=[CH:21][C:20]3=[O:26])[C:30]([C:31]([O:33][CH2:34][CH3:35])=[O:32])=[C:29]([CH3:36])[NH:28][C:11]=1[CH3:12])=[O:27]. The catalyst class is: 41. (5) Reactant: Cl.[C:2]1([CH2:8][C:9]2([NH2:12])[CH2:11][CH2:10]2)[CH:7]=[CH:6][CH:5]=[CH:4][CH:3]=1.[Cl:13][C:14]1[CH:19]=[C:18](Cl)[N:17]=[C:16]([NH2:21])[N:15]=1.CCN(CC)CC.C([O-])([O-])=O.[K+].[K+]. Product: [Cl:13][C:14]1[N:15]=[C:16]([NH2:21])[N:17]=[C:18]([NH:12][C:9]2([CH2:8][C:2]3[CH:7]=[CH:6][CH:5]=[CH:4][CH:3]=3)[CH2:11][CH2:10]2)[CH:19]=1. The catalyst class is: 8. (6) Reactant: [F:1][C:2]([F:28])([F:27])[C:3]1[CH:4]=[C:5]([CH:20]=[C:21]([C:23]([F:26])([F:25])[F:24])[CH:22]=1)[CH2:6][N:7]1[C:11]([O:12][CH2:13][CH2:14][CH2:15][CH3:16])=[C:10]([C:17](O)=[O:18])[N:9]=[N:8]1.[Cl:29][C:30]1[CH:38]=[CH:37][CH:36]=[CH:35][C:31]=1[CH2:32][NH:33][CH3:34].CCN=C=NCCCN(C)C. Product: [Cl:29][C:30]1[CH:38]=[CH:37][CH:36]=[CH:35][C:31]=1[CH2:32][N:33]([CH3:34])[C:17]([C:10]1[N:9]=[N:8][N:7]([CH2:6][C:5]2[CH:4]=[C:3]([C:2]([F:27])([F:28])[F:1])[CH:22]=[C:21]([C:23]([F:26])([F:24])[F:25])[CH:20]=2)[C:11]=1[O:12][CH2:13][CH2:14][CH2:15][CH3:16])=[O:18]. The catalyst class is: 79.